From a dataset of Forward reaction prediction with 1.9M reactions from USPTO patents (1976-2016). Predict the product of the given reaction. (1) Given the reactants [Br:1][C:2]1[N:7]=[CH:6][C:5](/[CH:8]=[CH:9]/[C:10]([O:12][CH3:13])=[O:11])=[CH:4][CH:3]=1.[BH4-].[Na+], predict the reaction product. The product is: [Br:1][C:2]1[N:7]=[CH:6][C:5]([CH2:8][CH2:9][C:10]([O:12][CH3:13])=[O:11])=[CH:4][CH:3]=1. (2) Given the reactants [C:1]([NH:8][CH2:9][C@@H:10](C1CCCCC1)O)([O:3][C:4]([CH3:7])([CH3:6])[CH3:5])=[O:2].[C:31]1(P([C:31]2[CH:36]=[CH:35][CH:34]=[CH:33][CH:32]=2)[C:31]2[CH:36]=[CH:35][CH:34]=[CH:33][CH:32]=2)[CH:36]=[CH:35][CH:34]=[CH:33][CH:32]=1.N(C(OC(C)C)=O)=NC(OC(C)C)=O.[Br:51][C:52]1[CH:57]=[CH:56][CH:55]=[CH:54][C:53]=1[OH:58], predict the reaction product. The product is: [C:4]([O:3][C:1]([NH:8][C@H:9]([CH:31]1[CH2:32][CH2:33][CH2:34][CH2:35][CH2:36]1)[CH2:10][O:58][C:53]1[CH:54]=[CH:55][CH:56]=[CH:57][C:52]=1[Br:51])=[O:2])([CH3:7])([CH3:6])[CH3:5].